Dataset: Experimentally validated miRNA-target interactions with 360,000+ pairs, plus equal number of negative samples. Task: Binary Classification. Given a miRNA mature sequence and a target amino acid sequence, predict their likelihood of interaction. The miRNA is hsa-miR-7108-5p with sequence GUGUGGCCGGCAGGCGGGUGG. The protein sequence of the target gene is MNTNSKEVLSLGVQVPEAWEELLTMKVEAKSHLQWQESRLKRSNPLAREIFRRHFRQLCYQETPGPREALTRLQELCYQWLRPHVSTKEQILDLLVLEQFLSILPKELQGWVREHCPESGEEAVILLEDLERELDEPQHEMVAHRHRQEVLCKEMVPLAEQTPLTLQSQPKEPQLTCDSAQKCHSIGETDEVTKTEDRELVLRKDCPKIVEPHGKMFNEQTWEVSQQDPSHGEVGEHKDRIERQWGNLLGEGQHKCDECGKSFTQSSGLIRHQRIHTGERPYECNECGKAFSRSSGLFNH.... Result: 0 (no interaction).